Dataset: Reaction yield outcomes from USPTO patents with 853,638 reactions. Task: Predict the reaction yield, written as a fraction of the theoretical maximum amount of product (1.0 means a 100% yield; for example, 0.34 means a 34% yield). The reactants are [F:1][C:2]1([F:11])[CH2:7][CH2:6][CH:5]([C:8](=[S:10])[NH2:9])[CH2:4][CH2:3]1.Br[CH2:13][C:14](=O)[C:15]([O:17][CH2:18][CH3:19])=[O:16]. The catalyst is CC(O)C. The product is [F:11][C:2]1([F:1])[CH2:7][CH2:6][CH:5]([C:8]2[S:10][CH:13]=[C:14]([C:15]([O:17][CH2:18][CH3:19])=[O:16])[N:9]=2)[CH2:4][CH2:3]1. The yield is 0.651.